This data is from Reaction yield outcomes from USPTO patents with 853,638 reactions. The task is: Predict the reaction yield, written as a fraction of the theoretical maximum amount of product (1.0 means a 100% yield; for example, 0.34 means a 34% yield). (1) The yield is 0.950. The catalyst is N1C=CC=CC=1. The product is [CH3:12][C:11]1[CH:13]=[CH:14][C:8]([S:5]([O:4][CH2:3][CH2:2][F:1])(=[O:7])=[O:6])=[CH:9][CH:10]=1. The reactants are [F:1][CH2:2][CH2:3][OH:4].[S:5](Cl)([C:8]1[CH:14]=[CH:13][C:11]([CH3:12])=[CH:10][CH:9]=1)(=[O:7])=[O:6]. (2) The reactants are [F:1][C:2]1[CH:3]=[C:4]([NH:12][CH2:13][CH:14]2[CH2:17][CH2:16][O:15]2)[C:5]([C:8]([O:10][CH3:11])=[O:9])=[N:6][CH:7]=1.C1C(=O)N([Br:25])C(=O)C1. The catalyst is C(#N)C. The product is [Br:25][C:7]1[N:6]=[C:5]([C:8]([O:10][CH3:11])=[O:9])[C:4]([NH:12][CH2:13][CH:14]2[CH2:17][CH2:16][O:15]2)=[CH:3][C:2]=1[F:1]. The yield is 0.840. (3) The reactants are [Br:1][C:2]1[C:13]2[C:5](=[CH:6][C:7]([C:16]3[CH:21]=[CH:20][CH:19]=[CH:18][C:17]=3[Cl:22])=[C:8]3[C:12]=2[C:11](=[O:14])[NH:10][C:9]3=[O:15])[N:4]([CH2:23][CH2:24][CH2:25]O)[CH:3]=1.[CH3:27][NH:28][CH3:29]. The catalyst is CC(O)C. The product is [Br:1][C:2]1[C:13]2[C:5](=[CH:6][C:7]([C:16]3[CH:21]=[CH:20][CH:19]=[CH:18][C:17]=3[Cl:22])=[C:8]3[C:12]=2[C:11](=[O:14])[NH:10][C:9]3=[O:15])[N:4]([CH2:23][CH2:24][CH2:25][N:28]([CH3:29])[CH3:27])[CH:3]=1. The yield is 0.580. (4) The catalyst is CN1C(=O)CCC1. The reactants are I[C:2]1[C:10]2[C:5](=[N:6][C:7]([CH3:14])=[C:8]([CH2:12][CH3:13])[C:9]=2[CH3:11])[S:4][C:3]=1[C:15]([O:17][CH3:18])=[O:16].[C:19]([Cu])#[N:20]. The product is [C:19]([C:2]1[C:10]2[C:5](=[N:6][C:7]([CH3:14])=[C:8]([CH2:12][CH3:13])[C:9]=2[CH3:11])[S:4][C:3]=1[C:15]([O:17][CH3:18])=[O:16])#[N:20]. The yield is 0.710. (5) The reactants are [CH3:1][O:2][C:3]1[CH:4]=[C:5]2[C:10](=[CH:11][C:12]=1[OH:13])[N:9]=[CH:8][CH:7]=[C:6]2[O:14][C:15]1[C:16]([CH3:25])=[N:17][C:18]2[C:23]([CH:24]=1)=[CH:22][CH:21]=[CH:20][CH:19]=2.Br[CH2:27][CH2:28][CH2:29][Cl:30].C(=O)([O-])[O-].[K+].[K+].O. The catalyst is CN(C)C=O. The product is [Cl:30][CH2:29][CH2:28][CH2:27][O:13][C:12]1[CH:11]=[C:10]2[C:5]([C:6]([O:14][C:15]3[C:16]([CH3:25])=[N:17][C:18]4[C:23]([CH:24]=3)=[CH:22][CH:21]=[CH:20][CH:19]=4)=[CH:7][CH:8]=[N:9]2)=[CH:4][C:3]=1[O:2][CH3:1]. The yield is 0.830. (6) The reactants are [C:1]([O:5][C:6]([N:8]1[CH2:13][CH2:12][NH:11][CH2:10][CH2:9]1)=[O:7])([CH3:4])([CH3:3])[CH3:2].[CH3:14][C:15]([O:18][C:19]([N:21]([C:36]([O:38][C:39]([CH3:42])([CH3:41])[CH3:40])=[O:37])[C:22]1[CH:32]=[C:31]([CH2:33]Br)[C:30]([Cl:35])=[CH:29][C:23]=1[C:24]([O:26][CH2:27][CH3:28])=[O:25])=[O:20])([CH3:17])[CH3:16].O.C(OCC)(=O)C. The catalyst is C1COCC1. The product is [CH3:17][C:15]([O:18][C:19]([N:21]([C:36]([O:38][C:39]([CH3:40])([CH3:42])[CH3:41])=[O:37])[C:22]1[C:23]([C:24]([O:26][CH2:27][CH3:28])=[O:25])=[CH:29][C:30]([Cl:35])=[C:31]([CH2:33][N:11]2[CH2:12][CH2:13][N:8]([C:6]([O:5][C:1]([CH3:4])([CH3:2])[CH3:3])=[O:7])[CH2:9][CH2:10]2)[CH:32]=1)=[O:20])([CH3:14])[CH3:16]. The yield is 0.940.